This data is from Forward reaction prediction with 1.9M reactions from USPTO patents (1976-2016). The task is: Predict the product of the given reaction. (1) Given the reactants [CH3:1][O:2][C:3]([C:5]1[N:6]([CH3:23])[N:7]=[C:8]([O:10][CH2:11][C:12]2[C:13]([CH2:19][CH2:20][CH2:21][CH3:22])=[N:14][O:15][C:16]=2[CH:17]=[O:18])[CH:9]=1)=[O:4].[BH4-].[Na+], predict the reaction product. The product is: [CH3:1][O:2][C:3]([C:5]1[N:6]([CH3:23])[N:7]=[C:8]([O:10][CH2:11][C:12]2[C:13]([CH2:19][CH2:20][CH2:21][CH3:22])=[N:14][O:15][C:16]=2[CH2:17][OH:18])[CH:9]=1)=[O:4]. (2) Given the reactants CC(C[AlH]CC(C)C)C.C1(C)C=CC=CC=1.C([O:19][C:20](=O)/[CH:21]=[C:22](/[C:24]1[CH:29]=[CH:28][C:27]([C:30]2[CH:35]=[CH:34][C:33]([Cl:36])=[CH:32][CH:31]=2)=[CH:26][CH:25]=1)\[CH3:23])C.Cl, predict the reaction product. The product is: [Cl:36][C:33]1[CH:32]=[CH:31][C:30]([C:27]2[CH:28]=[CH:29][C:24](/[C:22](/[CH3:23])=[CH:21]/[CH2:20][OH:19])=[CH:25][CH:26]=2)=[CH:35][CH:34]=1. (3) The product is: [CH2:20]([O:19][C:16]1[CH:17]=[CH:18][C:13]([O:12][CH2:11][C@@H:10]([OH:29])[CH2:9][N:8]([CH2:1][C:2]2[CH:3]=[CH:4][CH:5]=[CH:6][CH:7]=2)[C@@H:30]([CH2:31][C:32]2[CH:33]=[CH:34][C:35]([OH:38])=[CH:36][CH:37]=2)[CH2:39][OH:40])=[CH:14][C:15]=1[CH2:27][OH:28])[C:21]1[CH:26]=[CH:25][CH:24]=[CH:23][CH:22]=1. Given the reactants [CH2:1]([N:8]([C@H:30]([CH2:39][OH:40])[CH2:31][C:32]1[CH:37]=[CH:36][C:35]([OH:38])=[CH:34][CH:33]=1)[CH2:9][C@H:10]([OH:29])[CH2:11][O:12][C:13]1[CH:18]=[CH:17][C:16]([O:19][CH2:20][C:21]2[CH:26]=[CH:25][CH:24]=[CH:23][CH:22]=2)=[C:15]([CH:27]=[O:28])[CH:14]=1)[C:2]1[CH:7]=[CH:6][CH:5]=[CH:4][CH:3]=1.[BH4-].[Na+], predict the reaction product. (4) Given the reactants [C:1]1([C:7]2[CH:16]=[C:15]([Br:17])[CH:14]=[CH:13][C:8]=2[NH:9]C(=O)C)[CH:6]=[CH:5][CH:4]=[CH:3][CH:2]=1.Cl, predict the reaction product. The product is: [C:1]1([C:7]2[CH:16]=[C:15]([Br:17])[CH:14]=[CH:13][C:8]=2[NH2:9])[CH:2]=[CH:3][CH:4]=[CH:5][CH:6]=1. (5) Given the reactants [C:1]([N:4]([C:34]1[CH:39]=[CH:38][C:37]([Cl:40])=[CH:36][CH:35]=1)[C@H:5]1[C:14]2[C:9](=[CH:10][CH:11]=[CH:12][CH:13]=2)[N:8]([C:15]([C:17]2[CH:32]=[CH:31][C:20]([O:21][CH2:22][CH:23]3[CH2:27][CH2:26][CH2:25][CH:24]3[C:28]([O-:30])=[O:29])=[CH:19][CH:18]=2)=[O:16])[C@@H:7]([CH3:33])[CH2:6]1)(=[O:3])[CH3:2].C(=O)([O-])[O-].[K+].[K+], predict the reaction product. The product is: [C:1]([N:4]([C:34]1[CH:39]=[CH:38][C:37]([Cl:40])=[CH:36][CH:35]=1)[C@H:5]1[C:14]2[C:9](=[CH:10][CH:11]=[CH:12][CH:13]=2)[N:8]([C:15]([C:17]2[CH:32]=[CH:31][C:20]([O:21][CH2:22][C@@H:23]3[CH2:27][CH2:26][CH2:25][C@H:24]3[C:28]([OH:30])=[O:29])=[CH:19][CH:18]=2)=[O:16])[C@@H:7]([CH3:33])[CH2:6]1)(=[O:3])[CH3:2]. (6) Given the reactants [CH3:1][C:2]1[C:3]([N:11]2[CH:15]=[CH:14][CH:13]=[N:12]2)=[N:4][CH:5]=[C:6]([CH:10]=1)[C:7](O)=[O:8].C(N1C=CN=C1)(N1C=CN=C1)=O.[BH4-].[Na+].Cl.C(=O)(O)[O-].[Na+], predict the reaction product. The product is: [CH3:1][C:2]1[CH:10]=[C:6]([CH2:7][OH:8])[CH:5]=[N:4][C:3]=1[N:11]1[CH:15]=[CH:14][CH:13]=[N:12]1. (7) Given the reactants Br[C:2]1[CH:11]=[CH:10][C:9]2[N:8]=[CH:7][C:6]3[N:12]([CH3:23])[C:13](=[O:22])[N:14]([C:15]4[C:16]([CH3:21])=[N:17][N:18]([CH3:20])[CH:19]=4)[C:5]=3[C:4]=2[CH:3]=1.CC1(C)C(C)(C)OB([C:32]2[CH:33]=[N:34][C:35]([NH2:38])=[N:36][CH:37]=2)O1, predict the reaction product. The product is: [NH2:38][C:35]1[N:36]=[CH:37][C:32]([C:2]2[CH:11]=[CH:10][C:9]3[N:8]=[CH:7][C:6]4[N:12]([CH3:23])[C:13](=[O:22])[N:14]([C:15]5[C:16]([CH3:21])=[N:17][N:18]([CH3:20])[CH:19]=5)[C:5]=4[C:4]=3[CH:3]=2)=[CH:33][N:34]=1.